Dataset: Catalyst prediction with 721,799 reactions and 888 catalyst types from USPTO. Task: Predict which catalyst facilitates the given reaction. (1) Reactant: CCCP(=O)=O.[CH3:7][C:8]1[CH:16]=[CH:15][C:11]([C:12]([OH:14])=O)=[CH:10][C:9]=1[NH:17][C:18]1[N:23]=[C:22]([C:24]2[CH:25]=[N:26][CH:27]=[CH:28][CH:29]=2)[CH:21]=[CH:20][N:19]=1.[CH3:30][N:31]1[CH2:36][CH2:35][N:34]([CH2:37][C:38]2[CH:43]=[CH:42][C:41]([NH2:44])=[CH:40][CH:39]=2)[CH2:33][CH2:32]1.C(N(CC)CC)C.[Cl-].[NH4+]. The catalyst class is: 9. Product: [CH3:7][C:8]1[CH:16]=[CH:15][C:11]([C:12]([NH:44][C:41]2[CH:40]=[CH:39][C:38]([CH2:37][N:34]3[CH2:33][CH2:32][N:31]([CH3:30])[CH2:36][CH2:35]3)=[CH:43][CH:42]=2)=[O:14])=[CH:10][C:9]=1[NH:17][C:18]1[N:23]=[C:22]([C:24]2[CH:25]=[N:26][CH:27]=[CH:28][CH:29]=2)[CH:21]=[CH:20][N:19]=1. (2) Reactant: Cl[C:2]1[N:7]=[C:6]([C:8]2[S:12][C:11]([CH:13]([CH3:15])[CH3:14])=[N:10][C:9]=2[C:16]2[CH:17]=[CH:18][C:19]([F:34])=[C:20]([NH:22][S:23]([C:26]3[CH:31]=[C:30]([F:32])[CH:29]=[CH:28][C:27]=3[F:33])(=[O:25])=[O:24])[CH:21]=2)[CH:5]=[CH:4][N:3]=1.[O:35]1[CH2:40][CH2:39][CH:38]([NH2:41])[CH2:37][CH2:36]1. Product: [F:33][C:27]1[CH:28]=[CH:29][C:30]([F:32])=[CH:31][C:26]=1[S:23]([NH:22][C:20]1[CH:21]=[C:16]([C:9]2[N:10]=[C:11]([CH:13]([CH3:15])[CH3:14])[S:12][C:8]=2[C:6]2[CH:5]=[CH:4][N:3]=[C:2]([NH:41][CH:38]3[CH2:39][CH2:40][O:35][CH2:36][CH2:37]3)[N:7]=2)[CH:17]=[CH:18][C:19]=1[F:34])(=[O:25])=[O:24]. The catalyst class is: 1. (3) Reactant: [CH:1]1[C:11]2[C:10]3[CH:12]=[CH:13][CH:14]=[CH:15][C:9]=3[C:8](=[O:16])[NH:7][CH2:6][C:5]=2[CH:4]=[N:3][CH:2]=1.[CH2:17]([Br:24])[C:18]1[CH:23]=[CH:22][CH:21]=[CH:20][CH:19]=1. Product: [Br-:24].[CH2:17]([N+:3]1[CH:2]=[CH:1][C:11]2[C:10]3[CH:12]=[CH:13][CH:14]=[CH:15][C:9]=3[C:8](=[O:16])[NH:7][CH2:6][C:5]=2[CH:4]=1)[C:18]1[CH:23]=[CH:22][CH:21]=[CH:20][CH:19]=1. The catalyst class is: 8. (4) Reactant: [H-].[Na+].[O:3]=[C:4]1[C:13]2[C:8](=[CH:9][CH:10]=[C:11]([C:14]([O:16][CH3:17])=[O:15])[CH:12]=2)[CH:7]=[CH:6][NH:5]1.Br[CH2:19][CH2:20][CH2:21][NH:22][C:23](=[O:29])[O:24][C:25]([CH3:28])([CH3:27])[CH3:26]. The catalyst class is: 3. Product: [C:25]([O:24][C:23]([NH:22][CH2:21][CH2:20][CH2:19][N:5]1[CH:6]=[CH:7][C:8]2[C:13](=[CH:12][C:11]([C:14]([O:16][CH3:17])=[O:15])=[CH:10][CH:9]=2)[C:4]1=[O:3])=[O:29])([CH3:28])([CH3:27])[CH3:26].